This data is from Forward reaction prediction with 1.9M reactions from USPTO patents (1976-2016). The task is: Predict the product of the given reaction. Given the reactants [CH3:1][O:2][C:3](=[O:43])[C@H:4]([NH:32]C(OCC1C=CC=CC=1)=O)[CH2:5][N:6]([CH2:23][C:24]1[CH:29]=[CH:28][CH:27]=[CH:26][C:25]=1[O:30][CH3:31])[CH2:7][C:8](=O)[CH:9]([C:16]1[CH:21]=[CH:20][CH:19]=[CH:18][CH:17]=1)[C:10]1[CH:15]=[CH:14][CH:13]=[CH:12][CH:11]=1, predict the reaction product. The product is: [CH3:1][O:2][C:3]([C@H:4]1[CH2:5][N:6]([CH2:23][C:24]2[CH:29]=[CH:28][CH:27]=[CH:26][C:25]=2[O:30][CH3:31])[CH2:7][CH:8]([CH:9]([C:16]2[CH:21]=[CH:20][CH:19]=[CH:18][CH:17]=2)[C:10]2[CH:15]=[CH:14][CH:13]=[CH:12][CH:11]=2)[NH:32]1)=[O:43].